This data is from Reaction yield outcomes from USPTO patents with 853,638 reactions. The task is: Predict the reaction yield, written as a fraction of the theoretical maximum amount of product (1.0 means a 100% yield; for example, 0.34 means a 34% yield). (1) The reactants are [F:1][C:2]1([F:19])[CH2:7][O:6][C:5]([NH2:8])=[N:4][C@@:3]21[C:17]1[C:12](=[CH:13][CH:14]=[C:15]([NH2:18])[CH:16]=1)[O:11][CH2:10][CH2:9]2.[C:20]([C:22]1[CH:23]=[CH:24][C:25]([C:28](O)=[O:29])=[N:26][CH:27]=1)#[N:21]. No catalyst specified. The product is [NH2:8][C:5]1[O:6][CH2:7][C:2]([F:1])([F:19])[C@@:3]2([C:17]3[C:12](=[CH:13][CH:14]=[C:15]([NH:18][C:28](=[O:29])[C:25]4[CH:24]=[CH:23][C:22]([C:20]#[N:21])=[CH:27][N:26]=4)[CH:16]=3)[O:11][CH2:10][CH2:9]2)[N:4]=1. The yield is 0.740. (2) The reactants are Br[C:2]1[CH:3]=[CH:4][C:5]([O:8][C:9]2[CH:10]=[C:11]([CH:26]=[CH:27][CH:28]=2)[CH:12]=[C:13]2[CH2:18][CH2:17][N:16]([C:19]([O:21][C:22]([CH3:25])([CH3:24])[CH3:23])=[O:20])[CH2:15][CH2:14]2)=[N:6][CH:7]=1.[CH:29]1(B(O)O)[CH2:31][CH2:30]1.P([O-])([O-])([O-])=O.[K+].[K+].[K+].C1(P(C2CCCCC2)C2CCCCC2)CCCCC1. The catalyst is C1(C)C=CC=CC=1.O.C([O-])(=O)C.[Pd+2].C([O-])(=O)C. The product is [CH:29]1([C:2]2[CH:3]=[CH:4][C:5]([O:8][C:9]3[CH:10]=[C:11]([CH:26]=[CH:27][CH:28]=3)[CH:12]=[C:13]3[CH2:18][CH2:17][N:16]([C:19]([O:21][C:22]([CH3:25])([CH3:24])[CH3:23])=[O:20])[CH2:15][CH2:14]3)=[N:6][CH:7]=2)[CH2:31][CH2:30]1. The yield is 0.870.